This data is from Catalyst prediction with 721,799 reactions and 888 catalyst types from USPTO. The task is: Predict which catalyst facilitates the given reaction. (1) The catalyst class is: 12. Product: [CH3:16][O:15][C:12]1[CH:13]=[CH:14][C:9]([NH:8][C:6]([C:5]2[CH:27]=[CH:28][C:2]([C:36]3[CH:37]=[CH:38][C:33]([C:31]([O:30][CH3:29])=[O:32])=[CH:34][CH:35]=3)=[CH:3][CH:4]=2)=[O:7])=[CH:10][C:11]=1[NH:17][C:18](=[O:26])[CH2:19][N:20]1[CH2:25][CH2:24][O:23][CH2:22][CH2:21]1. Reactant: Br[C:2]1[CH:28]=[CH:27][C:5]([C:6]([NH:8][C:9]2[CH:14]=[CH:13][C:12]([O:15][CH3:16])=[C:11]([NH:17][C:18](=[O:26])[CH2:19][N:20]3[CH2:25][CH2:24][O:23][CH2:22][CH2:21]3)[CH:10]=2)=[O:7])=[CH:4][CH:3]=1.[CH3:29][O:30][C:31]([C:33]1[CH:38]=[CH:37][C:36](B(O)O)=[CH:35][CH:34]=1)=[O:32].C(=O)([O-])[O-].[Na+].[Na+]. (2) Reactant: [C:1]([NH:4][C:5]1[S:6][CH:7]=[C:8]([C:10]2[CH:15]=[CH:14][C:13]([S:16]([O-:18])=[O:17])=[CH:12][CH:11]=2)[N:9]=1)(=[O:3])[CH3:2].[Na+].Br[CH2:21][CH2:22][OH:23].O.CCOC(C)=O. Product: [OH:23][CH2:22][CH2:21][S:16]([C:13]1[CH:12]=[CH:11][C:10]([C:8]2[N:9]=[C:5]([NH:4][C:1](=[O:3])[CH3:2])[S:6][CH:7]=2)=[CH:15][CH:14]=1)(=[O:18])=[O:17]. The catalyst class is: 3. (3) Reactant: [CH3:1][C:2]([CH3:13])([C:4](=O)[CH2:5][C:6](=O)[C:7]([CH3:10])([CH3:9])[CH3:8])[CH3:3].O.[NH2:15][NH2:16]. Product: [C:2]([C:4]1[CH:5]=[C:6]([C:7]([CH3:10])([CH3:9])[CH3:8])[NH:16][N:15]=1)([CH3:13])([CH3:3])[CH3:1]. The catalyst class is: 4. (4) Reactant: [SH:1][C:2]1[CH:7]=[CH:6][C:5]([OH:8])=[CH:4][CH:3]=1.C(=O)([O-])[O-].[K+].[K+].Br[CH2:16][C:17]([O:19][CH2:20][CH3:21])=[O:18]. Product: [OH:8][C:5]1[CH:6]=[CH:7][C:2]([S:1][CH2:16][C:17]([O:19][CH2:20][CH3:21])=[O:18])=[CH:3][CH:4]=1. The catalyst class is: 21. (5) Reactant: C[Si]([N-][Si](C)(C)C)(C)C.[Li+].[C:11](#[N:15])[CH:12]([CH3:14])[CH3:13].[F:16][C:17]1[C:24]([F:25])=[CH:23][CH:22]=[C:21]([F:26])[C:18]=1[CH2:19]Br.O. Product: [CH3:13][C:12]([CH3:14])([CH2:19][C:18]1[C:21]([F:26])=[CH:22][CH:23]=[C:24]([F:25])[C:17]=1[F:16])[C:11]#[N:15]. The catalyst class is: 1. (6) The catalyst class is: 67. Reactant: [Cl:1][C:2]1[CH:3]=[C:4]2[C:12](=[CH:13][CH:14]=1)[NH:11][C:10]1[CH:9]=[N:8][CH:7]=[C:6]([NH:15][C:16](=[O:21])[C:17]([F:20])([F:19])[F:18])[C:5]2=1.[N:22]([O-:24])=[O:23].[Na+]. Product: [Cl:1][C:2]1[CH:3]=[C:4]2[C:12](=[C:13]([N+:22]([O-:24])=[O:23])[CH:14]=1)[NH:11][C:10]1[CH:9]=[N:8][CH:7]=[C:6]([NH:15][C:16](=[O:21])[C:17]([F:20])([F:19])[F:18])[C:5]2=1. (7) Reactant: [CH:1]1([C:4]2[C:5]([O:20][CH2:21][CH:22]3[CH2:24][CH2:23]3)=[CH:6][C:7]([C:10]([NH:12][C:13]([CH2:18][OH:19])([CH2:16][CH3:17])[CH2:14][CH3:15])=O)=[N:8][CH:9]=2)[CH2:3][CH2:2]1.CC[N+](S(N=C(OC)[O-])(=O)=O)(CC)CC. Product: [CH:1]1([C:4]2[C:5]([O:20][CH2:21][CH:22]3[CH2:24][CH2:23]3)=[CH:6][C:7]([C:10]3[O:19][CH2:18][C:13]([CH2:14][CH3:15])([CH2:16][CH3:17])[N:12]=3)=[N:8][CH:9]=2)[CH2:3][CH2:2]1. The catalyst class is: 1. (8) Reactant: COCC([NH:6][C@H:7]1[CH2:9][C@@H:8]1[C:10]1[CH:15]=[CH:14][CH:13]=[CH:12][CH:11]=1)=O.C1([C@@H]2C[C@H]2N)C=CC=CC=1. Product: [C:10]1([C@H:8]2[CH2:9][C@@H:7]2[NH2:6])[CH:15]=[CH:14][CH:13]=[CH:12][CH:11]=1. The catalyst class is: 61. (9) Reactant: [CH3:1][O:2][C:3]1[C:15]2[N:14]([CH3:16])[C:13]3[C:12](=[O:17])[N:11]([CH3:18])[CH2:10][CH2:9][C:8]=3[C:7]=2[C:6]([C:19]([OH:21])=[O:20])=[CH:5][CH:4]=1.[CH:22]1[C:27]([N+:28]([O-:30])=[O:29])=[CH:26][CH:25]=[C:24](O)[CH:23]=1.CCN=C=NCCCN(C)C.Cl.O. Product: [CH3:1][O:2][C:3]1[C:15]2[N:14]([CH3:16])[C:13]3[C:12](=[O:17])[N:11]([CH3:18])[CH2:10][CH2:9][C:8]=3[C:7]=2[C:6]([C:19]([O:21][C:24]2[CH:23]=[CH:22][C:27]([N+:28]([O-:30])=[O:29])=[CH:26][CH:25]=2)=[O:20])=[CH:5][CH:4]=1. The catalyst class is: 251. (10) Reactant: [Cl:1][C:2]1[CH:3]=[CH:4][C:5]([CH:26]=[O:27])=[C:6]2[C:10]=1[N:9]=[C:8]1[N:11]([C:15]3[C:16]([O:24][CH3:25])=[N:17][C:18]([CH3:23])=[N:19][C:20]=3[O:21][CH3:22])[CH2:12][CH2:13][CH2:14][N:7]21.C[Si](C)(C)[C:30]([F:33])([F:32])[F:31].[F-].C([N+](CCCC)(CCCC)CCCC)CCC.Cl. Product: [Cl:1][C:2]1[C:10]2[N:9]=[C:8]3[N:11]([C:15]4[C:16]([O:24][CH3:25])=[N:17][C:18]([CH3:23])=[N:19][C:20]=4[O:21][CH3:22])[CH2:12][CH2:13][CH2:14][N:7]3[C:6]=2[C:5]([CH:26]([OH:27])[C:30]([F:33])([F:32])[F:31])=[CH:4][CH:3]=1. The catalyst class is: 54.